From a dataset of Catalyst prediction with 721,799 reactions and 888 catalyst types from USPTO. Predict which catalyst facilitates the given reaction. (1) Reactant: [NH2:1][C:2]1[CH:3]=[C:4]([CH:8]=[CH:9][CH:10]=1)[C:5]([NH2:7])=[O:6].[C:11](=O)([O-])[O-].[K+].[K+].S(OC)(OC)(=O)=O. Product: [CH3:11][NH:1][C:2]1[CH:3]=[C:4]([CH:8]=[CH:9][CH:10]=1)[C:5]([NH2:7])=[O:6]. The catalyst class is: 7. (2) Reactant: [CH2:1]([O:3][CH2:4][CH2:5][O:6][C:7]1[CH:12]=[CH:11][C:10]([C:13]2[CH:18]=[CH:17][C:16]([S:19]([C:22]3([C:28]([NH:30][O:31]C4CCCCO4)=[O:29])[CH2:27][CH2:26][O:25][CH2:24][CH2:23]3)(=[O:21])=[O:20])=[CH:15][CH:14]=2)=[CH:9][CH:8]=1)[CH3:2].Cl.CCOCC. Product: [CH2:1]([O:3][CH2:4][CH2:5][O:6][C:7]1[CH:8]=[CH:9][C:10]([C:13]2[CH:14]=[CH:15][C:16]([S:19]([C:22]3([C:28]([NH:30][OH:31])=[O:29])[CH2:23][CH2:24][O:25][CH2:26][CH2:27]3)(=[O:20])=[O:21])=[CH:17][CH:18]=2)=[CH:11][CH:12]=1)[CH3:2]. The catalyst class is: 5. (3) Reactant: [Br-].[C:2]([C:4]1[CH:9]=[CH:8][CH:7]=[CH:6][C:5]=1[Zn+])#[N:3].[Cu](C#N)C#N.[Br-].[Li+].[Br:18][C:19]1[CH:20]=[C:21]([CH:25]=[CH:26][C:27]=1[F:28])[C:22](Cl)=[O:23]. Product: [Br:18][C:19]1[CH:20]=[C:21]([CH:25]=[CH:26][C:27]=1[F:28])[C:22]([C:5]1[CH:6]=[CH:7][CH:8]=[CH:9][C:4]=1[C:2]#[N:3])=[O:23]. The catalyst class is: 7. (4) Reactant: [NH2:1][C@H:2]1[CH2:11][CH2:10][C:9]2[C:8]([S:12]([NH:15][C:16]3[CH:21]=[CH:20][C:19]([Cl:22])=[CH:18][CH:17]=3)(=[O:14])=[O:13])=[CH:7][CH:6]=[C:5]([O:23][CH3:24])[C:4]=2[CH2:3]1.[CH2:25]([O:27][C:28](Cl)=[O:29])[CH3:26].C(N(CC)CC)C. Product: [Cl:22][C:19]1[CH:20]=[CH:21][C:16]([NH:15][S:12]([C:8]2[CH:7]=[CH:6][C:5]([O:23][CH3:24])=[C:4]3[C:9]=2[CH2:10][CH2:11][C@H:2]([NH:1][C:28](=[O:29])[O:27][CH2:25][CH3:26])[CH2:3]3)(=[O:13])=[O:14])=[CH:17][CH:18]=1. The catalyst class is: 4. (5) Reactant: [Cl:1][C:2]1[C:3]([NH:16][CH:17]2[CH2:22][CH2:21][NH:20][CH2:19][CH:18]2[CH2:23][CH3:24])=[N:4][C:5]([NH:8][C:9]2[CH:13]=[C:12]([CH3:14])[N:11]([CH3:15])[N:10]=2)=[N:6][CH:7]=1.Cl[C:26]1[N:31]=[N:30][C:29]([C:32]#[N:33])=[CH:28][CH:27]=1.C(N(CC)CC)C. Product: [Cl:1][C:2]1[C:3]([NH:16][CH:17]2[CH2:22][CH2:21][N:20]([C:26]3[N:31]=[N:30][C:29]([C:32]#[N:33])=[CH:28][CH:27]=3)[CH2:19][CH:18]2[CH2:23][CH3:24])=[N:4][C:5]([NH:8][C:9]2[CH:13]=[C:12]([CH3:14])[N:11]([CH3:15])[N:10]=2)=[N:6][CH:7]=1. The catalyst class is: 14.